From a dataset of Forward reaction prediction with 1.9M reactions from USPTO patents (1976-2016). Predict the product of the given reaction. (1) Given the reactants [CH:1]1([NH:4][C:5](=[O:21])[C:6]2[CH:11]=[CH:10][C:9]([C:12](=[O:20])[C:13]3[CH:18]=[CH:17][C:16]([NH2:19])=[CH:15][CH:14]=3)=[CH:8][CH:7]=2)[CH2:3][CH2:2]1.[OH:22][CH:23]1[CH2:28][CH2:27][N:26]([C:29]2[CH:37]=[CH:36][C:32]([C:33](O)=[O:34])=[CH:31][CH:30]=2)[CH2:25][CH2:24]1, predict the reaction product. The product is: [CH:1]1([NH:4][C:5](=[O:21])[C:6]2[CH:7]=[CH:8][C:9]([C:12](=[O:20])[C:13]3[CH:18]=[CH:17][C:16]([NH:19][C:33](=[O:34])[C:32]4[CH:31]=[CH:30][C:29]([N:26]5[CH2:27][CH2:28][CH:23]([OH:22])[CH2:24][CH2:25]5)=[CH:37][CH:36]=4)=[CH:15][CH:14]=3)=[CH:10][CH:11]=2)[CH2:3][CH2:2]1. (2) The product is: [C:1]([C:3]1[CH:11]=[CH:10][C:6]([C:7]([O:9][CH3:15])=[O:8])=[C:5]([F:12])[CH:4]=1)#[N:2]. Given the reactants [C:1]([C:3]1[CH:11]=[CH:10][C:6]([C:7]([OH:9])=[O:8])=[C:5]([F:12])[CH:4]=1)#[N:2].CI.[C:15](=O)([O-])[O-].[K+].[K+], predict the reaction product. (3) Given the reactants C([O:3][C:4]([C:6]1[N:7]([CH2:47][CH:48]=[CH2:49])[CH:8]=[N:9][C:10]=1[N:11]1[C:15](=[O:16])[NH:14][C:13]([CH:17]([NH:29][C:30]2[CH:35]=[CH:34][C:33]([C:36]#[N:37])=[C:32]([CH2:38][NH:39][C:40]([O:42][C:43]([CH3:46])([CH3:45])[CH3:44])=[O:41])[CH:31]=2)[C:18]2[CH:23]=[C:22]([O:24][CH3:25])[C:21]([O:26][CH3:27])=[CH:20][C:19]=2[F:28])=[N:12]1)=[O:5])C.[OH-].[Na+], predict the reaction product. The product is: [CH2:47]([N:7]1[C:6]([C:4]([OH:5])=[O:3])=[C:10]([N:11]2[C:15](=[O:16])[NH:14][C:13]([CH:17]([NH:29][C:30]3[CH:35]=[CH:34][C:33]([C:36]#[N:37])=[C:32]([CH2:38][NH:39][C:40]([O:42][C:43]([CH3:46])([CH3:45])[CH3:44])=[O:41])[CH:31]=3)[C:18]3[CH:23]=[C:22]([O:24][CH3:25])[C:21]([O:26][CH3:27])=[CH:20][C:19]=3[F:28])=[N:12]2)[N:9]=[CH:8]1)[CH:48]=[CH2:49]. (4) The product is: [OH:2][NH:1][C:19]([C:11]1[O:10][C:18]2[CH:17]=[CH:16][N:15]=[CH:14][C:13]=2[CH:12]=1)=[NH:20]. Given the reactants [NH2:1][OH:2].Cl.C([O-])([O-])=O.[K+].[K+].[O:10]1[C:18]2[CH:17]=[CH:16][N:15]=[CH:14][C:13]=2[CH:12]=[C:11]1[C:19]#[N:20], predict the reaction product. (5) Given the reactants [Cl:1][C:2]1[CH:7]=[CH:6][C:5]([C:8]2[CH:9]=[CH:10][C:11]([C:14]#[C:15][C:16]3[CH:29]=[CH:28][C:19]([O:20][CH2:21][CH2:22][NH:23][CH2:24][CH:25]4[CH2:27][CH2:26]4)=[C:18]([CH3:30])[CH:17]=3)=[N:12][CH:13]=2)=[CH:4][CH:3]=1.Cl[CH2:32][C@@H:33]([OH:36])[CH2:34][OH:35], predict the reaction product. The product is: [Cl:1][C:2]1[CH:3]=[CH:4][C:5]([C:8]2[CH:9]=[CH:10][C:11]([C:14]#[C:15][C:16]3[CH:29]=[CH:28][C:19]([O:20][CH2:21][CH2:22][N:23]([CH2:24][CH:25]4[CH2:27][CH2:26]4)[CH2:32][C@@H:33]([OH:36])[CH2:34][OH:35])=[C:18]([CH3:30])[CH:17]=3)=[N:12][CH:13]=2)=[CH:6][CH:7]=1. (6) Given the reactants [CH3:1][C:2]12[CH:7]([C:8]([O:10][CH2:11][CH3:12])=[O:9])[C:6]1([CH3:13])[CH2:5][N:4]=[N:3]2.CC[O-].[Na+], predict the reaction product. The product is: [CH3:1][C:2]1[CH:7]([C:8]([O:10][CH2:11][CH3:12])=[O:9])[C:6]([CH3:13])=[CH:5][NH:4][N:3]=1. (7) Given the reactants [CH3:1][O:2][C:3](=[O:12])[C:4]1[CH:9]=[C:8](I)[CH:7]=[C:6]([Br:11])[CH:5]=1.[NH:13]1[CH2:17][CH2:16][CH2:15][C:14]1=[O:18].C([O-])([O-])=O.[Cs+].[Cs+], predict the reaction product. The product is: [CH3:1][O:2][C:3](=[O:12])[C:4]1[CH:9]=[C:8]([N:13]2[CH2:17][CH2:16][CH2:15][C:14]2=[O:18])[CH:7]=[C:6]([Br:11])[CH:5]=1.